From a dataset of Cav3 T-type calcium channel HTS with 100,875 compounds. Binary Classification. Given a drug SMILES string, predict its activity (active/inactive) in a high-throughput screening assay against a specified biological target. (1) The molecule is S(=O)(=O)(NCC(C)C)c1ccc(cc1)C(=O)Nc1sc(nn1)CC. The result is 0 (inactive). (2) The compound is O1c2c(OCC1)ccc(NC(=O)CCc1onc(n1)c1ccc(OC)cc1)c2. The result is 0 (inactive). (3) The drug is S(=O)(=O)(NCCc1nc(sc1)c1ccccc1)c1cc2OCCOc2cc1. The result is 1 (active).